This data is from Full USPTO retrosynthesis dataset with 1.9M reactions from patents (1976-2016). The task is: Predict the reactants needed to synthesize the given product. The reactants are: [NH2:1][C:2]1[C:3]([OH:31])=[CH:4][C:5]([C:8]([NH:10][C@@H:11]([C:19]2[CH:24]=[CH:23][C:22]([O:25][C:26]([F:29])([F:28])[F:27])=[C:21]([F:30])[CH:20]=2)[C:12]2[C:17]([F:18])=[CH:16][CH:15]=[CH:14][N:13]=2)=[O:9])=[N:6][CH:7]=1.Cl[C:33](Cl)([O:35]C(=O)OC(Cl)(Cl)Cl)Cl.CCOC(C)=O. Given the product [F:30][C:21]1[CH:20]=[C:19]([C@@H:11]([C:12]2[C:17]([F:18])=[CH:16][CH:15]=[CH:14][N:13]=2)[NH:10][C:8]([C:5]2[N:6]=[CH:7][C:2]3[NH:1][C:33](=[O:35])[O:31][C:3]=3[CH:4]=2)=[O:9])[CH:24]=[CH:23][C:22]=1[O:25][C:26]([F:27])([F:29])[F:28], predict the reactants needed to synthesize it.